This data is from Full USPTO retrosynthesis dataset with 1.9M reactions from patents (1976-2016). The task is: Predict the reactants needed to synthesize the given product. Given the product [CH2:1]([C:8]1[C:9]([O:29][C:30]2[CH:35]=[CH:34][C:33]([F:36])=[CH:32][C:31]=2[CH:37]([N:40]2[CH:44]=[CH:43][N:42]=[CH:41]2)[CH3:38])=[N:10][C:11]2[C:16]([CH:17]=1)=[CH:15][C:14]([N:18]1[CH:22]=[C:21]([C:23]3[CH:28]=[CH:27][CH:26]=[CH:25][CH:24]=3)[N:20]=[N:19]1)=[CH:13][CH:12]=2)[C:2]1[CH:7]=[CH:6][CH:5]=[CH:4][CH:3]=1, predict the reactants needed to synthesize it. The reactants are: [CH2:1]([C:8]1[C:9]([O:29][C:30]2[CH:35]=[CH:34][C:33]([F:36])=[CH:32][C:31]=2[CH:37](Cl)[CH3:38])=[N:10][C:11]2[C:16]([CH:17]=1)=[CH:15][C:14]([N:18]1[CH:22]=[C:21]([C:23]3[CH:28]=[CH:27][CH:26]=[CH:25][CH:24]=3)[N:20]=[N:19]1)=[CH:13][CH:12]=2)[C:2]1[CH:7]=[CH:6][CH:5]=[CH:4][CH:3]=1.[NH:40]1[CH:44]=[CH:43][N:42]=[CH:41]1.C(N(CC)CC)C.